This data is from Forward reaction prediction with 1.9M reactions from USPTO patents (1976-2016). The task is: Predict the product of the given reaction. (1) Given the reactants [Cl:1][CH2:2][CH2:3][CH2:4][CH:5]([C:26]1[CH:31]=[CH:30][C:29]([Cl:32])=[C:28]([Cl:33])[CH:27]=1)[C:6]([NH:8][NH:9][C:10](=[O:25])[C:11]1[CH:16]=[CH:15][C:14]([N:17]2[CH:21]=[N:20][C:19]([CH3:22])=[N:18]2)=[C:13]([O:23][CH3:24])[CH:12]=1)=O.P(Cl)(Cl)(Cl)=O, predict the reaction product. The product is: [Cl:1][CH2:2][CH2:3][CH2:4][CH:5]([C:6]1[O:25][C:10]([C:11]2[CH:16]=[CH:15][C:14]([N:17]3[CH:21]=[N:20][C:19]([CH3:22])=[N:18]3)=[C:13]([O:23][CH3:24])[CH:12]=2)=[N:9][N:8]=1)[C:26]1[CH:31]=[CH:30][C:29]([Cl:32])=[C:28]([Cl:33])[CH:27]=1. (2) Given the reactants [CH3:1][O:2][C:3](=[O:17])[CH:4]([C:8]([C:10]1[CH:11]=[N:12][C:13]([Cl:16])=[CH:14][CH:15]=1)=[O:9])[C:5](=O)[CH3:6].Cl.[NH2:19]O, predict the reaction product. The product is: [CH3:1][O:2][C:3]([C:4]1[C:5]([CH3:6])=[N:19][O:9][C:8]=1[C:10]1[CH:11]=[N:12][C:13]([Cl:16])=[CH:14][CH:15]=1)=[O:17]. (3) The product is: [CH3:1][N:2]1[CH2:8][CH2:7][CH2:6][N:5]([CH2:10][C:11]2[CH:12]=[CH:13][C:14]([C:15]([NH:17][C:18]3[C:19]4[CH:32]=[C:31]([C:33]([NH:35][N:36]([CH3:43])[C:37]5[CH:38]=[CH:39][CH:40]=[CH:41][CH:42]=5)=[O:34])[S:30][C:20]=4[NH:21][N:22]=3)=[O:16])=[CH:44][CH:45]=2)[CH2:4][CH2:3]1. Given the reactants [CH3:1][N:2]1[CH2:8][CH2:7][CH2:6][NH:5][CH2:4][CH2:3]1.Cl[CH2:10][C:11]1[CH:45]=[CH:44][C:14]([C:15]([NH:17][C:18]2[C:19]3[CH:32]=[C:31]([C:33]([NH:35][N:36]([CH3:43])[C:37]4[CH:42]=[CH:41][CH:40]=[CH:39][CH:38]=4)=[O:34])[S:30][C:20]=3[N:21](C(OC(C)(C)C)=O)[N:22]=2)=[O:16])=[CH:13][CH:12]=1.ClCC1C=CC(C(NC2C3C=C(C(NN(C4C=CC(Cl)=CC=4)C)=O)SC=3N(C(OC(C)(C)C)=O)N=2)=O)=CC=1, predict the reaction product. (4) Given the reactants [C:1]([C:3]1[CH:4]=[C:5]([CH:20]=[CH:21][CH:22]=1)[C:6]([NH:8][NH:9][C:10]1[CH:19]=[CH:18][C:13]([C:14]([O:16][CH3:17])=[O:15])=[CH:12][CH:11]=1)=[O:7])#[N:2].[C:23](N1C=CN=C1)(N1C=CN=C1)=[O:24].C(OCC)(=O)C.ClCCl, predict the reaction product. The product is: [C:1]([C:3]1[CH:4]=[C:5]([C:6]2[O:7][C:23](=[O:24])[N:9]([C:10]3[CH:19]=[CH:18][C:13]([C:14]([O:16][CH3:17])=[O:15])=[CH:12][CH:11]=3)[N:8]=2)[CH:20]=[CH:21][CH:22]=1)#[N:2]. (5) Given the reactants [CH2:1]([N:3]([CH2:6][C@H:7]1[CH2:12][O:11][CH2:10][CH2:9][N:8]1C(OC(C)(C)C)=O)[CH2:4][CH3:5])[CH3:2].C(O)(C(F)(F)F)=O.C(Cl)[Cl:28], predict the reaction product. The product is: [ClH:28].[CH2:1]([N:3]([CH2:6][C@H:7]1[CH2:12][O:11][CH2:10][CH2:9][NH:8]1)[CH2:4][CH3:5])[CH3:2]. (6) Given the reactants C(OC([N:8]1[CH2:13][CH2:12][CH:11]([S:14]([C:17]2[CH:22]=[CH:21][C:20]([NH:23][C:24]3[N:29]=[CH:28][C:27]([NH:30][C:31](=[O:47])[C:32]4[CH:37]=[C:36]([NH:38][C:39]([C:41]5[S:42][CH:43]=[CH:44][CH:45]=5)=[O:40])[CH:35]=[CH:34][C:33]=4[Cl:46])=[CH:26][N:25]=3)=[CH:19][CH:18]=2)(=[O:16])=[O:15])[CH2:10][CH2:9]1)=O)(C)(C)C.[C:48]([OH:54])([C:50]([F:53])([F:52])[F:51])=[O:49], predict the reaction product. The product is: [Cl:46][C:33]1[CH:34]=[CH:35][C:36]([NH:38][C:39]([C:41]2[S:42][CH:43]=[CH:44][CH:45]=2)=[O:40])=[CH:37][C:32]=1[C:31](=[O:47])[NH:30][C:27]1[CH:28]=[N:29][C:24]([NH:23][C:20]2[CH:19]=[CH:18][C:17]([S:14]([CH:11]3[CH2:10][CH2:9][NH:8][CH2:13][CH2:12]3)(=[O:15])=[O:16])=[CH:22][CH:21]=2)=[N:25][CH:26]=1.[C:48]([OH:54])([C:50]([F:53])([F:52])[F:51])=[O:49].